This data is from Forward reaction prediction with 1.9M reactions from USPTO patents (1976-2016). The task is: Predict the product of the given reaction. (1) Given the reactants [H-].[H-].[H-].[H-].[Al+3].[Li+].[CH2:7]([C@@H:9]([C:17]1[CH:22]=[CH:21][CH:20]=[C:19]([OH:23])[CH:18]=1)[C@@H:10]([CH3:16])[C:11]([N:13]([CH3:15])[CH3:14])=O)[CH3:8].[ClH:24].CO, predict the reaction product. The product is: [ClH:24].[CH3:15][N:13]([CH3:14])[CH2:11][C@H:10]([CH3:16])[C@H:9]([C:17]1[CH:18]=[C:19]([OH:23])[CH:20]=[CH:21][CH:22]=1)[CH2:7][CH3:8]. (2) Given the reactants [NH:1]1[C:9]2[C:4](=[CH:5][CH:6]=[CH:7][CH:8]=2)[CH:3]=[C:2]1[CH2:10][CH2:11][CH2:12][NH:13][C:14](=[O:25])[C@@H:15]([NH:18]C(=O)C(F)(F)F)[CH2:16][CH3:17].O1CCCC1.CO.[OH-].[Na+], predict the reaction product. The product is: [NH:1]1[C:9]2[C:4](=[CH:5][CH:6]=[CH:7][CH:8]=2)[CH:3]=[C:2]1[CH2:10][CH2:11][CH2:12][NH:13][C:14](=[O:25])[C@@H:15]([NH2:18])[CH2:16][CH3:17]. (3) Given the reactants Cl.[O:2]([NH2:4])[CH3:3].[Cl:5][C:6]1[N:10]([CH3:11])[N:9]=[C:8]([CH3:12])[C:7]=1[S:13](Cl)(=[O:15])=[O:14].O, predict the reaction product. The product is: [Cl:5][C:6]1[N:10]([CH3:11])[N:9]=[C:8]([CH3:12])[C:7]=1[S:13]([NH:4][O:2][CH3:3])(=[O:14])=[O:15]. (4) The product is: [ClH:29].[Cl:29][C:22]1[C:23]2[C:18](=[C:17]([S:14]([N:11]3[CH2:12][CH2:13][NH:8][CH2:9][CH2:10]3)(=[O:16])=[O:15])[CH:26]=[CH:25][C:24]=2[O:27][CH3:28])[CH:19]=[CH:20][N:21]=1. Given the reactants C(OC([N:8]1[CH2:13][CH2:12][N:11]([S:14]([C:17]2[C:18]3[CH:19]=[CH:20][N:21]=[C:22]([Cl:29])[C:23]=3[C:24]([O:27][CH3:28])=[CH:25][CH:26]=2)(=[O:16])=[O:15])[CH2:10][CH2:9]1)=O)(C)(C)C.O1CCOCC1.Cl, predict the reaction product. (5) The product is: [N:1]1([C:7]2[N:12]=[CH:11][C:10]([C:13]3[CH:19]=[C:17]([NH2:18])[C:16]([NH2:20])=[CH:15][CH:14]=3)=[CH:9][CH:8]=2)[CH2:6][CH2:5][O:4][CH2:3][CH2:2]1. Given the reactants [N:1]1([C:7]2[N:12]=[CH:11][C:10]([C:13]3[CH:14]=[CH:15][C:16]([N+:20]([O-])=O)=[C:17]([CH:19]=3)[NH2:18])=[CH:9][CH:8]=2)[CH2:6][CH2:5][O:4][CH2:3][CH2:2]1, predict the reaction product. (6) Given the reactants [C:1]([C:3]1[N:4]([CH3:14])[CH:5]=[C:6]([N:8]2[CH2:12][CH2:11][CH2:10][C:9]2=[O:13])[N:7]=1)#[CH:2].I[C:16]1[CH:17]=[CH:18][C:19]2[N:20]([C:22]([CH3:29])=[C:23]([C:25]([F:28])([F:27])[F:26])[N:24]=2)[N:21]=1, predict the reaction product. The product is: [CH3:14][N:4]1[CH:5]=[C:6]([N:8]2[CH2:12][CH2:11][CH2:10][C:9]2=[O:13])[N:7]=[C:3]1[C:1]#[C:2][C:16]1[CH:17]=[CH:18][C:19]2[N:20]([C:22]([CH3:29])=[C:23]([C:25]([F:26])([F:28])[F:27])[N:24]=2)[N:21]=1. (7) Given the reactants [NH2:1][S:2]([C:5]1[CH:10]=[CH:9][C:8]([N:11]2[C:15]([CH2:16][C:17]3[CH:22]=[CH:21][CH:20]=[CH:19][CH:18]=3)=[N:14][C:13](C(O)=O)=[N:12]2)=[C:7]([F:26])[CH:6]=1)(=[O:4])=[O:3], predict the reaction product. The product is: [CH2:16]([C:15]1[N:11]([C:8]2[CH:9]=[CH:10][C:5]([S:2]([NH2:1])(=[O:3])=[O:4])=[CH:6][C:7]=2[F:26])[N:12]=[CH:13][N:14]=1)[C:17]1[CH:22]=[CH:21][CH:20]=[CH:19][CH:18]=1. (8) Given the reactants [N:1]1([CH2:7][CH2:8][O:9][C:10]2[C:19]3[C:14](=[CH:15][CH:16]=[CH:17][CH:18]=3)[C:13]([NH2:20])=[CH:12][CH:11]=2)[CH2:6][CH2:5][O:4][CH2:3][CH2:2]1.[C:21]1([C@@H:27]2[CH2:29][C@H:28]2[N:30]=[C:31]=[O:32])[CH:26]=[CH:25][CH:24]=[CH:23][CH:22]=1, predict the reaction product. The product is: [N:1]1([CH2:7][CH2:8][O:9][C:10]2[C:19]3[C:14](=[CH:15][CH:16]=[CH:17][CH:18]=3)[C:13]([NH:20][C:31]([NH:30][CH:28]3[CH2:29][CH:27]3[C:21]3[CH:26]=[CH:25][CH:24]=[CH:23][CH:22]=3)=[O:32])=[CH:12][CH:11]=2)[CH2:6][CH2:5][O:4][CH2:3][CH2:2]1. (9) The product is: [CH3:32][C:29]1([CH3:33])[CH2:30][O:31][B:26]([C:2]2[CH:3]=[C:4]([C:8]3[N:12]4[N:13]=[CH:14][C:15]([C:17]([F:20])([F:19])[F:18])=[N:16][C:11]4=[N:10][CH:9]=3)[CH:5]=[CH:6][CH:7]=2)[O:27][CH2:28]1. Given the reactants Br[C:2]1[CH:3]=[C:4]([C:8]2[N:12]3[N:13]=[CH:14][C:15]([C:17]([F:20])([F:19])[F:18])=[N:16][C:11]3=[N:10][CH:9]=2)[CH:5]=[CH:6][CH:7]=1.C([O-])(=O)C.[K+].[B:26]1([B:26]2[O:31][CH2:30][C:29]([CH3:33])([CH3:32])[CH2:28][O:27]2)[O:31][CH2:30][C:29]([CH3:33])([CH3:32])[CH2:28][O:27]1, predict the reaction product. (10) Given the reactants [N+:1]([C:4]1[CH:18]=[CH:17][C:7]([CH2:8]P(=O)(OCC)OCC)=[CH:6][CH:5]=1)([O-:3])=[O:2].[Cl:19][C:20]1[CH:27]=[CH:26][C:23]([CH:24]=O)=[CH:22][CH:21]=1, predict the reaction product. The product is: [Cl:19][C:20]1[CH:27]=[CH:26][C:23](/[CH:24]=[CH:8]/[C:7]2[CH:6]=[CH:5][C:4]([N+:1]([O-:3])=[O:2])=[CH:18][CH:17]=2)=[CH:22][CH:21]=1.